From a dataset of Experimentally validated miRNA-target interactions with 360,000+ pairs, plus equal number of negative samples. Binary Classification. Given a miRNA mature sequence and a target amino acid sequence, predict their likelihood of interaction. (1) The miRNA is mmu-miR-212-5p with sequence ACCUUGGCUCUAGACUGCUUACU. The protein sequence of the target gene is MATSAPLRSLEEEVTCSICLDYLRDPVTIDCGHVFCRSCTTDVRPISGSRPVCPLCKKPFKKENIRPVWQLASLVENIERLKVDKGRQPGEVTREQQDAKLCERHREKLHYYCEDDGKLLCVMCRESREHRPHTAVLMEKAAQPHREKILNHLSTLRRDRDKIQGFQAKGEADILAALKKLQDQRQYIVAEFEQGHQFLREREEHLLEQLAKLEQELTEGREKFKSRGVGELARLALVISELEGKAQQPAAELMQDTRDFLNRYPRKKFWVGKPIARVVKKKTGEFSDKLLSLQRGLREF.... Result: 0 (no interaction). (2) The miRNA is hsa-miR-650 with sequence AGGAGGCAGCGCUCUCAGGAC. The protein sequence of the target gene is MAAAVAAAGRLGWLFAALCLGNAAGEAAPGPRVLGFCLEEDGAAGAGWVRGGAARDTPDATFLLRLFGPGFANSSWSWVAPEGAGCREEAASPAGEWRALLRLRLRAEAVRPHSALLAVRVEPGGGAAEEAAPPWALGLGAAGLLALAALARGLQLSALALAPAEVQVLRESGSEAERAAARRLEPARRWAGCALGALLLLASLAQAALAVLLYRAAGQRAVPAVLGSAGLVFLVGEVVPAAVSGRWTLALAPRALGLSRLAVLLTLPVALPVGQLLELAARPGRLRERVLELARGGGDP.... Result: 1 (interaction). (3) The miRNA is mmu-miR-344e-3p with sequence GAUAUAACCAAAGCCUGACUAU. The protein sequence of the target gene is MDSENCSITENSSSHLERGQKDHGTSIHFEKHHEGSIQVSIPWAVLIVVLITSLIIALIALNVGKYNCPGLYEKLESSDHHVATCKNEWISYKRTCYFFSTTTKSWALAQRSCSEDAATLAVIDSEKDMTFLKRYSGELEHWIGLKNEANQTWKWANGKEFNSWFNLTGSGRCVSVNHKNVTAVDCEANFHWVCSKPSR. Result: 1 (interaction). (4) The miRNA is hsa-miR-548g-5p with sequence UGCAAAAGUAAUUGCAGUUUUUG. The protein sequence of the target gene is MAAAGGAEGRRAALEAAAAAAPERGGGSCVLCCGDLEATALGRCDHPVCYRCSTKMRVLCEQRYCAVCREELRQVVFGKKLPAFATIPIHQLQHEKKYDIYFADGKVYALYRQLLQHECPRCPELPPFSLFGDLEQHMRRQHELFCCRLCLQHLQIFTYERKWYSRKDLARHRMQGDPDDTSHRGHPLCKFCDERYLDNDELLKHLRRDHYFCHFCDSDGAQDYYSDYAYLREHFREKHFLCEEGRCSTEQFTHAFRTEIDLKAHRTACHSRSRAEARQNRHIDLQFSYAPRHSRRNEGV.... Result: 1 (interaction). (5) The miRNA is hsa-miR-373-3p with sequence GAAGUGCUUCGAUUUUGGGGUGU. The protein sequence of the target gene is MCDQTFLVNVFGSCDKCFKQRALRPVFKKSQQLSYCSTCAEIMATEGLHENETLASLKSEAESLKGKLEEERAKLHDVELHQVAERVEALGQFVMKTRRTLKGHGNKVLCMDWCKDKRRIVSSSQDGKVIVWDSFTTNKEHAVTMPCTWVMACAYAPSGCAIACGGLDNKCSVYPLTFDKNENMAAKKKSVAMHTNYLSACSFTNSDMQILTASGDGTCALWDVESGQLLQSFHGHGADVLCLDLAPSETGNTFVSGGCDKKAMVWDMRSGQCVQAFETHESDINSVRYYPSGDAFASGS.... Result: 1 (interaction). (6) The miRNA is hsa-miR-107 with sequence AGCAGCAUUGUACAGGGCUAUCA. The protein sequence of the target gene is MRSLPFALTVESVSARAPTCCSTGRFTQGRQPCKCKACGRGFTQSASLLQHWRVHSDWRETLSLSPVRQDLLWPLQPHQAPASPLGRSHSSAGVRQGFSGQLCCWLTKEHTLAEALRLSPVPAGFWGPVEADRPPANSHRRVCPFCCCSCGDSVNEKTSLSQRVLPHPGEKTCRGGSVESVSLAPSSVAPDSTSGLRPCGSPGSFLQHLPPSTLLPRPPFLYPGPPLSLQPLVPSGLPAVPAVPLGGLEVAQVPPATQPAAQQEGAMGPRSCASAGRDSREAVQAPGYPEPARKASQHRA.... Result: 0 (no interaction). (7) The miRNA is hsa-miR-3165 with sequence AGGUGGAUGCAAUGUGACCUCA. The protein sequence of the target gene is MIRGAPAPMAEPPPVVFCHDSPKRVLVSVIRTTPATPPCSSVGEPEPPPPLVPTSPGFSDFMVYPWRWGENAHNVTLSPGAAGGVVSAGLPVAAELPTLRGAPQSSASVAAVSGGEDEEEASSPDSGHLKDGIRRGRPRADTVRDLINEGEHSSSRIRCNICNRVFPREKSLQAHKRTHTGERPYLCDYPDCGKAFVQSGQLKTHQRLHTGEKPFVCSENGCLSRFTHANRHCPKHPYARLKREEPTDALSKHQSPDNKAAAEWLAKYWEMREQRTPTLKGKLVQKADQEQQDPLEYLQS.... Result: 0 (no interaction). (8) The miRNA is hsa-miR-1246 with sequence AAUGGAUUUUUGGAGCAGG. The protein sequence of the target gene is MFEEPEWAEAAPVAAGLGPVISRPPPAASSQNKGSKRRQLLATLRALEAASLSQHPPSLCISDSEEEEEERKKKCPKKASFASASAEVGKKGKKKCQKQGPPCSDSEEEVERKKKCHKQALVGSDSAEDEKRKRKCQKHAPINSAQHLDNVDQTGPKAWKGSTTNDPPKQSPGSTSPKPPHTLSRKQWRNRQKNKRRCKNKFQPPQVPDQAPAEAPTEKTEVSPVPRTDSHEARAGALRARMAQRLDGARFRYLNEQLYSGPSSAAQRLFQEDPEAFLLYHRGFQSQVKKWPLQPVDRIA.... Result: 1 (interaction).